From a dataset of Full USPTO retrosynthesis dataset with 1.9M reactions from patents (1976-2016). Predict the reactants needed to synthesize the given product. (1) Given the product [CH2:26]([C:19]1[N:18]=[C:17]([CH2:28][CH2:29][CH3:30])[N:16]([CH2:15][C:12]2[CH:13]=[C:14]([C:38]#[N:39])[C:9]([C:4]3[CH:5]=[CH:6][CH:7]=[CH:8][CH:3]=3)=[CH:10][CH:11]=2)[C:21](=[O:22])[C:20]=1[C:23]([N:31]1[CH2:36][CH2:35][O:34][CH2:33][CH2:32]1)=[O:24])[CH3:27], predict the reactants needed to synthesize it. The reactants are: C([C:3]1[CH:8]=[CH:7][CH:6]=[CH:5][C:4]=1[C:9]1[CH:14]=[CH:13][C:12]([CH2:15][N:16]2[C:21](=[O:22])[C:20]([C:23](O)=[O:24])=[C:19]([CH2:26][CH3:27])[N:18]=[C:17]2[CH2:28][CH2:29][CH3:30])=[CH:11][CH:10]=1)#N.[NH:31]1[CH2:36][CH2:35][O:34][CH2:33][CH2:32]1.Cl.[CH3:38][N:39](C)CCCN=C=NCC.O.ON1C2C=CC=CC=2N=N1. (2) The reactants are: [CH3:1][O:2][C:3](=[O:39])[NH:4][C@@H:5]1[CH2:10][CH2:9][N:8]([C:11]2[CH:16]=[C:15]([C:17]#[N:18])[CH:14]=[C:13]([NH:19][C:20]3[N:25]=[C:24]([NH:26][CH2:27][CH3:28])[C:23]4=[N:29][CH:30]=[C:31]([C:32]#[N:33])[N:22]4[N:21]=3)[C:12]=2[Cl:34])[CH2:7][C@H:6]1[O:35][CH2:36]SC.C1C(=O)N(I)C(=O)C1.[P:48](=[O:52])([OH:51])([OH:50])[OH:49].[O-]S([O-])(=S)=O.[Na+:58].[Na+].C([O-])([O-])=O.[Na+].[Na+]. Given the product [P:48]([O-:52])([O-:51])([O:50][CH2:36][O:35][C@H:6]1[C@H:5]([NH:4][C:3]([O:2][CH3:1])=[O:39])[CH2:10][CH2:9][N:8]([C:11]2[CH:16]=[C:15]([C:17]#[N:18])[CH:14]=[C:13]([NH:19][C:20]3[N:25]=[C:24]([NH:26][CH2:27][CH3:28])[C:23]4=[N:29][CH:30]=[C:31]([C:32]#[N:33])[N:22]4[N:21]=3)[C:12]=2[Cl:34])[CH2:7]1)=[O:49].[Na+:58].[Na+:58], predict the reactants needed to synthesize it. (3) Given the product [C:10]1([C:9]2[CH:8]=[CH:7][N:6]=[C:5]([NH2:16])[C:4]=2[NH2:1])[CH:11]=[CH:12][CH:13]=[CH:14][CH:15]=1, predict the reactants needed to synthesize it. The reactants are: [N+:1]([C:4]1[C:5]([NH2:16])=[N:6][CH:7]=[CH:8][C:9]=1[C:10]1[CH:15]=[CH:14][CH:13]=[CH:12][CH:11]=1)([O-])=O. (4) Given the product [NH:11]1[C:15]2[CH:16]=[CH:17][CH:18]=[CH:19][C:14]=2[N:13]=[C:12]1[C@H:8]([NH:9][C:10]([NH:37][CH2:36][C:35]1[N:31]([C:28]2[CH:27]=[CH:26][C:25]([O:24][CH3:23])=[CH:30][CH:29]=2)[N:32]=[CH:33][CH:34]=1)=[O:20])[CH2:7][C:6]1[CH:21]=[CH:22][C:3]([O:2][CH3:1])=[CH:4][CH:5]=1, predict the reactants needed to synthesize it. The reactants are: [CH3:1][O:2][C:3]1[CH:22]=[CH:21][C:6]([CH2:7][C@@H:8]2[C:12]3=[N:13][C:14]4[CH:19]=[CH:18][CH:17]=[CH:16][C:15]=4[N:11]3[C:10](=[O:20])[NH:9]2)=[CH:5][CH:4]=1.[CH3:23][O:24][C:25]1[CH:30]=[CH:29][C:28]([N:31]2[C:35]([CH2:36][NH2:37])=[CH:34][CH:33]=[N:32]2)=[CH:27][CH:26]=1.C(O)(C(F)(F)F)=O. (5) Given the product [C:24]([C:26]1[CH:27]=[C:28]([CH:32]=[CH:33][CH:34]=1)[C:29]([NH:1][C:2]1[CH:3]=[C:4]2[C:8](=[CH:9][CH:10]=1)[N:7]([CH3:11])[CH:6]=[C:5]2[CH:12]1[CH2:16][CH2:15][N:14]([C:17]([O:19][C:20]([CH3:23])([CH3:22])[CH3:21])=[O:18])[CH2:13]1)=[O:30])#[N:25], predict the reactants needed to synthesize it. The reactants are: [NH2:1][C:2]1[CH:3]=[C:4]2[C:8](=[CH:9][CH:10]=1)[N:7]([CH3:11])[CH:6]=[C:5]2[CH:12]1[CH2:16][CH2:15][N:14]([C:17]([O:19][C:20]([CH3:23])([CH3:22])[CH3:21])=[O:18])[CH2:13]1.[C:24]([C:26]1[CH:27]=[C:28]([CH:32]=[CH:33][CH:34]=1)[C:29](Cl)=[O:30])#[N:25].CO. (6) Given the product [NH2:7][C:8]1[CH:13]=[CH:12][N:11]([C@H:14]2[C:18]([F:19])([F:20])[C@H:17]([OH:21])[C@@H:16]([CH2:28][O:29][C:30](=[O:39])[CH2:31][CH2:32][C:33]3[CH:38]=[CH:37][CH:36]=[CH:35][CH:34]=3)[O:15]2)[C:10](=[O:40])[N:9]=1, predict the reactants needed to synthesize it. The reactants are: C(OC([NH:7][C:8]1[CH:13]=[CH:12][N:11]([C@H:14]2[C:18]([F:20])([F:19])[C@H:17]([O:21]C(OCC=C)=O)[C@@H:16]([CH2:28][O:29][C:30](=[O:39])[CH2:31][CH2:32][C:33]3[CH:38]=[CH:37][CH:36]=[CH:35][CH:34]=3)[O:15]2)[C:10](=[O:40])[N:9]=1)=O)C=C.C1(P(C2C=CC=CC=2)C2C=CC=CC=2)C=CC=CC=1.C(CN)O.C(O)=O.